Dataset: Catalyst prediction with 721,799 reactions and 888 catalyst types from USPTO. Task: Predict which catalyst facilitates the given reaction. (1) Reactant: O[CH2:2][C:3]1[N:4]=[C:5]([NH:8][C:9](=[O:15])[O:10][C:11]([CH3:14])([CH3:13])[CH3:12])[S:6][CH:7]=1.CCN(CC)CC.CS(Cl)(=O)=O.[NH:28]1[CH2:33][CH2:32][O:31][CH2:30][CH2:29]1. Product: [O:31]1[CH2:32][CH2:33][N:28]([CH2:2][C:3]2[N:4]=[C:5]([NH:8][C:9](=[O:15])[O:10][C:11]([CH3:14])([CH3:13])[CH3:12])[S:6][CH:7]=2)[CH2:29][CH2:30]1. The catalyst class is: 2. (2) Reactant: [CH2:1]([O:8][C:9](=[O:22])[CH2:10][CH:11]([NH:14][C:15]([O:17][C:18]([CH3:21])([CH3:20])[CH3:19])=[O:16])[C:12]#[N:13])[C:2]1[CH:7]=[CH:6][CH:5]=[CH:4][CH:3]=1.[Cl-].[NH4+].[N-:25]=[N+:26]=[N-:27].[Na+]. Product: [CH2:1]([O:8][C:9](=[O:22])[CH2:10][CH:11]([NH:14][C:15]([O:17][C:18]([CH3:19])([CH3:21])[CH3:20])=[O:16])[C:12]1[NH:27][N:26]=[N:25][N:13]=1)[C:2]1[CH:3]=[CH:4][CH:5]=[CH:6][CH:7]=1. The catalyst class is: 9. (3) Reactant: Br[C:2]1[CH:7]=[CH:6][C:5]([C:8]2([CH3:12])[CH2:11][O:10][CH2:9]2)=[CH:4][CH:3]=1.[Li]CCCC.[C:18](=[O:20])=[O:19]. Product: [CH3:12][C:8]1([C:5]2[CH:6]=[CH:7][C:2]([C:18]([OH:20])=[O:19])=[CH:3][CH:4]=2)[CH2:11][O:10][CH2:9]1. The catalyst class is: 1. (4) Reactant: [CH3:1][C:2]([O-])(C)[CH3:3].[K+].[C:7](=[N:20][CH:21]1[CH2:26][CH2:25][CH2:24][N:23]([CH2:27][O:28][CH2:29][CH2:30][Si:31]([CH3:34])([CH3:33])[CH3:32])[C:22]1=[O:35])([C:14]1[CH:19]=[CH:18][CH:17]=[CH:16][CH:15]=1)[C:8]1[CH:13]=[CH:12][CH:11]=[CH:10][CH:9]=1.C(Br)C#C.C1(C)C=CC=CC=1. The catalyst class is: 1. Product: [C:7](=[N:20][C:21]1([CH2:3][C:2]#[CH:1])[CH2:26][CH2:25][CH2:24][N:23]([CH2:27][O:28][CH2:29][CH2:30][Si:31]([CH3:32])([CH3:34])[CH3:33])[C:22]1=[O:35])([C:8]1[CH:9]=[CH:10][CH:11]=[CH:12][CH:13]=1)[C:14]1[CH:19]=[CH:18][CH:17]=[CH:16][CH:15]=1. (5) Reactant: [H-].C([Al+]CC(C)C)C(C)C.[C:11]([O:15][C:16]([N:18]1[C@@H:23]([C@@H:24]([O:50][CH2:51][C:52]2[CH:57]=[CH:56][CH:55]=[CH:54][CH:53]=2)[C@@H:25]([N:35]([CH2:43][C:44]2[CH:49]=[CH:48][CH:47]=[CH:46][CH:45]=2)[CH2:36][C:37]2[CH:42]=[CH:41][CH:40]=[CH:39][CH:38]=2)[CH2:26][C:27]2[CH:32]=[C:31]([F:33])[CH:30]=[C:29]([F:34])[CH:28]=2)[CH2:22][O:21][C:20](=[O:58])[CH2:19]1)=[O:17])([CH3:14])([CH3:13])[CH3:12].C1(C)C=CC=CC=1.C(C(C(C([O-])=O)O)O)([O-])=O.[Na+].[K+]. Product: [C:11]([O:15][C:16]([N:18]1[CH:23]([C@@H:24]([O:50][CH2:51][C:52]2[CH:57]=[CH:56][CH:55]=[CH:54][CH:53]=2)[C@@H:25]([N:35]([CH2:36][C:37]2[CH:38]=[CH:39][CH:40]=[CH:41][CH:42]=2)[CH2:43][C:44]2[CH:45]=[CH:46][CH:47]=[CH:48][CH:49]=2)[CH2:26][C:27]2[CH:32]=[C:31]([F:33])[CH:30]=[C:29]([F:34])[CH:28]=2)[CH2:22][O:21][C@@H:20]([OH:58])[CH2:19]1)=[O:17])([CH3:14])([CH3:12])[CH3:13]. The catalyst class is: 13.